This data is from Catalyst prediction with 721,799 reactions and 888 catalyst types from USPTO. The task is: Predict which catalyst facilitates the given reaction. Reactant: [CH3:1][Mg]Br.[F:4][C:5]1[CH:6]=[C:7]2[C:12](=[C:13]([F:15])[CH:14]=1)[O:11][CH2:10][CH2:9][C:8]2=[O:16]. Product: [F:4][C:5]1[CH:6]=[C:7]2[C:12](=[C:13]([F:15])[CH:14]=1)[O:11][CH2:10][CH2:9][C:8]2([CH3:1])[OH:16]. The catalyst class is: 1.